From a dataset of Experimentally validated miRNA-target interactions with 360,000+ pairs, plus equal number of negative samples. Binary Classification. Given a miRNA mature sequence and a target amino acid sequence, predict their likelihood of interaction. The miRNA is hsa-miR-96-5p with sequence UUUGGCACUAGCACAUUUUUGCU. The protein sequence of the target gene is MPALSTGSGSDTGLYELLAALPAQLQPHVDSQEDLTFLWDMFGEKSLHSLVKIHEKLHYYEKQSPVPILHGAAALADDLAEELQNKPLNSEIRELLKLLSKPNVKALLSVHDTVAQKNYDPVLPPMPEDIDDEEDSVKIIRLVKNREPLGATIKKDEQTGAIIVARIMRGGAADRSGLIHVGDELREVNGIPVEDKRPEEIIQILAQSQGAITFKIIPGSKEETPSKEGKMFIKALFDYNPNEDKAIPCKEAGLSFKKGDILQIMSQDDATWWQAKHEADANPRAGLIPSKHFQERRLAL.... Result: 0 (no interaction).